Dataset: Forward reaction prediction with 1.9M reactions from USPTO patents (1976-2016). Task: Predict the product of the given reaction. (1) Given the reactants [Br:1][C:2]1[S:6][C:5]2=[C:7](C(O)=O)[N:8]=[CH:9][N:4]2[CH:3]=1, predict the reaction product. The product is: [Br:1][C:2]1[S:6][C:5]2=[CH:7][N:8]=[CH:9][N:4]2[CH:3]=1. (2) Given the reactants Cl[CH2:2][C:3]([NH:5][C:6]1[CH:14]=[CH:13][C:9]([C:10]([NH2:12])=[O:11])=[CH:8][CH:7]=1)=[O:4].[NH:15]1[CH2:20][CH2:19][CH:18]([NH:21][C:22](=[O:28])[O:23][C:24]([CH3:27])([CH3:26])[CH3:25])[CH2:17][CH2:16]1.C1CCN2C(=NCCC2)CC1, predict the reaction product. The product is: [C:10]([C:9]1[CH:13]=[CH:14][C:6]([NH:5][C:3](=[O:4])[CH2:2][N:15]2[CH2:16][CH2:17][CH:18]([NH:21][C:22](=[O:28])[O:23][C:24]([CH3:26])([CH3:25])[CH3:27])[CH2:19][CH2:20]2)=[CH:7][CH:8]=1)(=[O:11])[NH2:12]. (3) Given the reactants CC1(C)O[C@@H](/C=C/C[N:10]2[C:19]3[CH:18]=[CH:17][CH:16]=[C:15]4[C:20]([CH3:24])([CH3:23])[CH2:21][CH2:22][N:13]([C:14]=34)[C:12](=[O:25])[C:11]2=[O:26])CO1.C[N+]1([O-])CC[O:32][CH2:31][CH2:30]1.[C:36]([O:40]O)([CH3:39])([CH3:38])C.[OH:42]S([O-])(=O)=O.[Na+].[CH3:48][C:49]([CH3:51])=[O:50], predict the reaction product. The product is: [CH3:39][C:36]1([CH3:38])[O:40][C@@H:30]([C@@H:48]([OH:42])[C@H:49]([OH:50])[CH2:51][N:10]2[C:19]3[CH:18]=[CH:17][CH:16]=[C:15]4[C:20]([CH3:23])([CH3:24])[CH2:21][CH2:22][N:13]([C:14]=34)[C:12](=[O:25])[C:11]2=[O:26])[CH2:31][O:32]1. (4) Given the reactants Br[C:2]1[CH:3]=[N:4][N:5]([CH2:7][CH2:8][CH2:9][C:10]([N:12]([CH2:14][C:15]2[CH:20]=[C:19]([F:21])[CH:18]=[CH:17][C:16]=2[O:22][CH3:23])[CH3:13])=[O:11])[CH:6]=1.[OH:24][C:25]1[CH:30]=[CH:29][C:28](B(O)O)=[CH:27][CH:26]=1, predict the reaction product. The product is: [F:21][C:19]1[CH:18]=[CH:17][C:16]([O:22][CH3:23])=[C:15]([CH:20]=1)[CH2:14][N:12]([CH3:13])[C:10](=[O:11])[CH2:9][CH2:8][CH2:7][N:5]1[CH:6]=[C:2]([C:28]2[CH:29]=[CH:30][C:25]([OH:24])=[CH:26][CH:27]=2)[CH:3]=[N:4]1.